From a dataset of TCR-epitope binding with 47,182 pairs between 192 epitopes and 23,139 TCRs. Binary Classification. Given a T-cell receptor sequence (or CDR3 region) and an epitope sequence, predict whether binding occurs between them. (1) The TCR CDR3 sequence is CASSTWTVSYEQYF. Result: 1 (the TCR binds to the epitope). The epitope is RLRAEAQVK. (2) The epitope is PROT_97E67BCC. The TCR CDR3 sequence is CASSEAASGVGEQYF. Result: 1 (the TCR binds to the epitope). (3) The epitope is FIAGLIAIV. The TCR CDR3 sequence is CASSLILGDGGDTQYF. Result: 0 (the TCR does not bind to the epitope).